From a dataset of Full USPTO retrosynthesis dataset with 1.9M reactions from patents (1976-2016). Predict the reactants needed to synthesize the given product. Given the product [CH2:1]([O:3][C:4]([C:6]1[C:7]([C:22]2[CH:23]=[CH:24][C:19]([F:18])=[CH:20][C:21]=2[CH3:28])=[C:8]2[CH:14]=[N:13][N:12]([CH2:15][CH3:16])[C:9]2=[N:10][CH:11]=1)=[O:5])[CH3:2], predict the reactants needed to synthesize it. The reactants are: [CH2:1]([O:3][C:4]([C:6]1[C:7](Cl)=[C:8]2[CH:14]=[N:13][N:12]([CH2:15][CH3:16])[C:9]2=[N:10][CH:11]=1)=[O:5])[CH3:2].[F:18][C:19]1[CH:24]=[CH:23][C:22](B(O)O)=[C:21]([CH3:28])[CH:20]=1.C([O-])([O-])=O.[Na+].[Na+].